Dataset: Full USPTO retrosynthesis dataset with 1.9M reactions from patents (1976-2016). Task: Predict the reactants needed to synthesize the given product. (1) Given the product [CH:39]1[C:38]2[CH:37]([CH2:36][O:35][C:33](=[O:34])[NH:32][C@H:28]([C:29](=[O:30])[NH:15][C:11]3[CH:12]=[CH:13][CH:14]=[C:9]([O:8][CH2:1][C:2]4[CH:3]=[CH:4][CH:5]=[CH:6][CH:7]=4)[CH:10]=3)[CH2:27][CH2:26][CH2:25][CH2:24][NH2:23])[C:49]3[C:44](=[CH:45][CH:46]=[CH:47][CH:48]=3)[C:43]=2[CH:42]=[CH:41][CH:40]=1, predict the reactants needed to synthesize it. The reactants are: [CH2:1]([O:8][C:9]1[CH:10]=[C:11]([NH2:15])[CH:12]=[CH:13][CH:14]=1)[C:2]1[CH:7]=[CH:6][CH:5]=[CH:4][CH:3]=1.C(OC([NH:23][CH2:24][CH2:25][CH2:26][CH2:27][C@H:28]([NH:32][C:33]([O:35][CH2:36][CH:37]1[C:49]2[CH:48]=[CH:47][CH:46]=[CH:45][C:44]=2[C:43]2[C:38]1=[CH:39][CH:40]=[CH:41][CH:42]=2)=[O:34])[C:29](O)=[O:30])=O)(C)(C)C. (2) Given the product [F:1][C:2]1[CH:11]=[CH:10][C:9]([O:12][CH3:13])=[C:8]2[C:3]=1[CH2:4][CH2:5][N:6]([C:24]1[CH:25]=[N:26][CH:27]=[CH:28][C:29]=1[CH3:30])[C:7]2=[O:14], predict the reactants needed to synthesize it. The reactants are: [F:1][C:2]1[CH:11]=[CH:10][C:9]([O:12][CH3:13])=[C:8]2[C:3]=1[CH2:4][CH2:5][NH:6][C:7]2=[O:14].[O-]P([O-])([O-])=O.[K+].[K+].[K+].I[C:24]1[CH:25]=[N:26][CH:27]=[CH:28][C:29]=1[CH3:30].CN[C@@H]1CCCC[C@H]1NC.